Predict which catalyst facilitates the given reaction. From a dataset of Catalyst prediction with 721,799 reactions and 888 catalyst types from USPTO. Reactant: [CH2:1]([O:8][C:9]1[CH:10]=[CH:11][C:12]2[CH2:16][C:15](OC)([O:17]C)[C:13]=2[CH:14]=1)[C:2]1[CH:7]=[CH:6][CH:5]=[CH:4][CH:3]=1.Cl. Product: [CH2:1]([O:8][C:9]1[CH:10]=[CH:11][C:12]2[CH2:16][C:15](=[O:17])[C:13]=2[CH:14]=1)[C:2]1[CH:3]=[CH:4][CH:5]=[CH:6][CH:7]=1. The catalyst class is: 249.